Predict the reaction yield, written as a fraction of the theoretical maximum amount of product (1.0 means a 100% yield; for example, 0.34 means a 34% yield). From a dataset of Reaction yield outcomes from USPTO patents with 853,638 reactions. (1) The reactants are [F:1][C:2]([F:32])([F:31])[C:3]([NH:5][CH2:6][CH:7]1[CH2:12][CH2:11][N:10]([C:13]2[N:18]=[C:17]([C:19]3[CH:28]=[CH:27][C:26]4[C:21](=[CH:22][CH:23]=[C:24]([O:29]C)[CH:25]=4)[CH:20]=3)[CH:16]=[CH:15][N:14]=2)[CH2:9][CH2:8]1)=[O:4].[F:32][C:2]([F:31])([F:1])[C:3]([NH:5][CH2:6][CH:7]1[CH2:12][CH2:11][N:10]([C:13]2[N:18]=[C:17]([C:19]3[CH:28]=[CH:27][C:26]4[C:21](=[CH:22][CH:23]=[C:24]([OH:29])[CH:25]=4)[CH:20]=3)[CH:16]=[CH:15][N:14]=2)[CH2:9][CH2:8]1)=[O:4].B(Br)(Br)Br. The catalyst is C(Cl)Cl. The product is [F:31][C:2]([F:1])([F:32])[C:3]([NH:5][CH2:6][CH:7]1[CH2:12][CH2:11][N:10]([C:13]2[N:18]=[C:17]([C:19]3[CH:28]=[CH:27][C:26]4[C:21](=[CH:22][CH:23]=[C:24]([OH:29])[CH:25]=4)[CH:20]=3)[CH:16]=[CH:15][N:14]=2)[CH2:9][CH2:8]1)=[O:4]. The yield is 0.730. (2) The reactants are Br[C:2]1[CH:7]=[CH:6][C:5]([C:8]2[N:17]=[C:16]([NH:18][C:19]3[NH:20][N:21]=[C:22]([CH3:24])[CH:23]=3)[C:15]3[C:10](=[CH:11][CH:12]=[CH:13][CH:14]=3)[N:9]=2)=[CH:4][CH:3]=1.[C:25]1(B(O)O)[CH:30]=[CH:29][CH:28]=[CH:27][CH:26]=1.C([O-])([O-])=O.[Na+].[Na+].C1(P(C2C=CC=CC=2)C2C=CC=CC=2)C=CC=CC=1. The catalyst is C1COCC1.O.C([O-])(=O)C.[Pd+2].C([O-])(=O)C. The product is [C:2]1([C:25]2[CH:30]=[CH:29][CH:28]=[CH:27][CH:26]=2)[CH:7]=[CH:6][C:5]([C:8]2[N:17]=[C:16]([NH:18][C:19]3[NH:20][N:21]=[C:22]([CH3:24])[CH:23]=3)[C:15]3[C:10](=[CH:11][CH:12]=[CH:13][CH:14]=3)[N:9]=2)=[CH:4][CH:3]=1. The yield is 0.510. (3) The reactants are [Cl:1][C:2]1[C:7]([O:8][CH3:9])=[CH:6][C:5]([O:10][CH3:11])=[C:4]([Cl:12])[C:3]=1[C:13]1[C:14](=[O:35])[N:15]([CH3:34])[C:16]2[C:21]([CH:22]=1)=[CH:20][N:19]=[C:18]([NH:23][C:24]1[CH:29]=[CH:28][CH:27]=[CH:26][C:25]=1[N+:30]([O-])=O)[C:17]=2[CH3:33]. The catalyst is C(OCC)(=O)C. The product is [NH2:30][C:25]1[CH:26]=[CH:27][CH:28]=[CH:29][C:24]=1[NH:23][C:18]1[C:17]([CH3:33])=[C:16]2[C:21]([CH:22]=[C:13]([C:3]3[C:2]([Cl:1])=[C:7]([O:8][CH3:9])[CH:6]=[C:5]([O:10][CH3:11])[C:4]=3[Cl:12])[C:14](=[O:35])[N:15]2[CH3:34])=[CH:20][N:19]=1. The yield is 0.410. (4) The reactants are [CH:1]([O:4][C:5]1[CH:10]=[C:9]([CH2:11][C:12](OCC)=[O:13])[C:8]([N+:17]([O-])=O)=[CH:7][N:6]=1)([CH3:3])[CH3:2]. The catalyst is CC(O)=O.[Fe]. The product is [CH:1]([O:4][C:5]1[CH:10]=[C:9]2[CH2:11][C:12](=[O:13])[NH:17][C:8]2=[CH:7][N:6]=1)([CH3:3])[CH3:2]. The yield is 0.690. (5) The reactants are [Cl:1][C:2]1[CH:7]=[C:6]([CH3:8])[C:5]([NH:9][C:10]2[N:14]([CH3:15])[C:13]3[C:16]([C:20]4[CH:27]=[CH:26][CH:25]=[CH:24][C:21]=4[CH:22]=O)=[CH:17][CH:18]=[CH:19][C:12]=3[N:11]=2)=[C:4]([O:28][CH3:29])[CH:3]=1.CO.[CH3:32][NH2:33].[BH4-].[Na+]. The catalyst is O.C(O)C. The product is [Cl:1][C:2]1[CH:7]=[C:6]([CH3:8])[C:5]([NH:9][C:10]2[N:14]([CH3:15])[C:13]3[C:16]([C:20]4[CH:27]=[CH:26][CH:25]=[CH:24][C:21]=4[CH2:22][NH:33][CH3:32])=[CH:17][CH:18]=[CH:19][C:12]=3[N:11]=2)=[C:4]([O:28][CH3:29])[CH:3]=1. The yield is 0.170. (6) The reactants are Br[C:2]1[CH:7]=[C:6]([Cl:8])[CH:5]=[CH:4][C:3]=1[CH2:9][S:10][CH2:11][C:12]1[CH:17]=[CH:16][C:15]([O:18][CH3:19])=[CH:14][CH:13]=1.C([Li])CCC.CCCCCC.CN(C)[CH:33]=[O:34]. The catalyst is O1CCCC1. The product is [Cl:8][C:6]1[CH:5]=[CH:4][C:3]([CH2:9][S:10][CH2:11][C:12]2[CH:17]=[CH:16][C:15]([O:18][CH3:19])=[CH:14][CH:13]=2)=[C:2]([CH:7]=1)[CH:33]=[O:34]. The yield is 0.530. (7) The reactants are [Cl:1][C:2]1[N:7]=[N:6][C:5]([NH2:8])=[C:4]([O:9]C)[CH:3]=1.[F:11][C:12]1[CH:13]=[C:14]([CH2:19][S:20](Cl)(=[O:22])=[O:21])[CH:15]=[CH:16][C:17]=1[F:18].B(Br)(Br)Br.C(Cl)Cl.C([O-])(O)=O.[Na+]. The catalyst is N1C=CC=CC=1.CCOC(C)=O. The product is [Cl:1][C:2]1[N:7]=[N:6][C:5]([NH:8][S:20]([CH2:19][C:14]2[CH:15]=[CH:16][C:17]([F:18])=[C:12]([F:11])[CH:13]=2)(=[O:22])=[O:21])=[C:4]([OH:9])[CH:3]=1. The yield is 0.0700. (8) The reactants are [NH2:1][C:2]1[CH:3]=[CH:4][C:5]2[S:10][CH2:9][C:8](=[O:11])[NH:7][C:6]=2[CH:12]=1.[CH2:13]([C@H:15]1[O:17][CH2:16]1)[Cl:14]. The catalyst is CC#N. The product is [Cl:14][CH2:13][C@@H:15]([OH:17])[CH2:16][NH:1][C:2]1[CH:3]=[CH:4][C:5]2[S:10][CH2:9][C:8](=[O:11])[NH:7][C:6]=2[CH:12]=1. The yield is 0.640. (9) The reactants are [NH2:1][NH2:2].[NH2:3]/[C:4](/C(Cl)(Cl)Cl)=[C:5](/[C:11]#[N:12])\[C:6]([O:8][CH2:9][CH3:10])=[O:7]. The catalyst is CN(C=O)C. The product is [NH2:3][C:4]1[C:5]([C:6]([O:8][CH2:9][CH3:10])=[O:7])=[C:11]([NH2:12])[NH:2][N:1]=1. The yield is 0.580.